This data is from Forward reaction prediction with 1.9M reactions from USPTO patents (1976-2016). The task is: Predict the product of the given reaction. Given the reactants [C@@H:1]1([N:10]2[C:19]3[N:18]=[CH:17][N:16]=[C:14]([OH:15])[C:13]=3[N:12]=[CH:11]2)[O:9][C@H:6]([CH2:7]O)[C@@H:4]([OH:5])[C@H:2]1[OH:3].[N-:20]=[N+:21]=[N-:22].[Li+].C1(P(C2C=CC=CC=2)C2C=CC=CC=2)C=CC=CC=1.C(Br)(Br)(Br)Br, predict the reaction product. The product is: [N:20]([CH2:7][C@H:6]1[O:9][C@@H:1]([N:10]2[C:19]3[N:18]=[CH:17][N:16]=[C:14]([OH:15])[C:13]=3[N:12]=[CH:11]2)[C@H:2]([OH:3])[C@@H:4]1[OH:5])=[N+:21]=[N-:22].